The task is: Predict the reaction yield, written as a fraction of the theoretical maximum amount of product (1.0 means a 100% yield; for example, 0.34 means a 34% yield).. This data is from Reaction yield outcomes from USPTO patents with 853,638 reactions. The reactants are [N:1]1[CH:6]=[CH:5][C:4]([CH2:7][CH2:8][NH:9][C:10]([C:12]2[S:16][C:15]([C:17]([O:19]C)=O)=[CH:14][CH:13]=2)=[O:11])=[CH:3][CH:2]=1.CO.O.[NH2:24][NH2:25]. The catalyst is O1CCCC1. The product is [N:1]1[CH:6]=[CH:5][C:4]([CH2:7][CH2:8][NH:9][C:10]([C:12]2[S:16][C:15]([C:17]([NH:24][NH2:25])=[O:19])=[CH:14][CH:13]=2)=[O:11])=[CH:3][CH:2]=1. The yield is 0.820.